From a dataset of Peptide-MHC class I binding affinity with 185,985 pairs from IEDB/IMGT. Regression. Given a peptide amino acid sequence and an MHC pseudo amino acid sequence, predict their binding affinity value. This is MHC class I binding data. (1) The peptide sequence is YNRDKFKAF. The MHC is HLA-B08:01 with pseudo-sequence HLA-B08:01. The binding affinity (normalized) is 0.722. (2) The peptide sequence is KALETFWEV. The MHC is H-2-Db with pseudo-sequence H-2-Db. The binding affinity (normalized) is 0.0608. (3) The peptide sequence is FLYGALYLA. The MHC is HLA-A02:01 with pseudo-sequence HLA-A02:01. The binding affinity (normalized) is 0.927.